From a dataset of Peptide-MHC class I binding affinity with 185,985 pairs from IEDB/IMGT. Regression. Given a peptide amino acid sequence and an MHC pseudo amino acid sequence, predict their binding affinity value. This is MHC class I binding data. (1) The peptide sequence is YAGTIKESL. The MHC is HLA-A68:02 with pseudo-sequence HLA-A68:02. The binding affinity (normalized) is 0.456. (2) The peptide sequence is FSVLIARDQL. The MHC is Patr-B0101 with pseudo-sequence Patr-B0101. The binding affinity (normalized) is 0.314. (3) The peptide sequence is ERYFRINSL. The MHC is HLA-B51:01 with pseudo-sequence HLA-B51:01. The binding affinity (normalized) is 0. (4) The peptide sequence is STLNFNNLH. The MHC is HLA-B44:02 with pseudo-sequence HLA-B44:02. The binding affinity (normalized) is 0. (5) The peptide sequence is QLHAAGVRV. The MHC is HLA-B08:01 with pseudo-sequence HLA-B08:01. The binding affinity (normalized) is 0.0847.